From a dataset of Forward reaction prediction with 1.9M reactions from USPTO patents (1976-2016). Predict the product of the given reaction. (1) Given the reactants O=[C:2]1[C:5]2([CH2:10][CH2:9][N:8]([C:11]([O:13][C:14]([CH3:17])([CH3:16])[CH3:15])=[O:12])[CH2:7][CH2:6]2)[CH:4]([C:18]2[CH:23]=[CH:22][C:21]([Cl:24])=[CH:20][CH:19]=2)[N:3]1[CH:25]1[CH2:27][CH2:26]1.C1([SiH2]C2C=CC=CC=2)C=CC=CC=1, predict the reaction product. The product is: [Cl:24][C:21]1[CH:22]=[CH:23][C:18]([CH:4]2[C:5]3([CH2:10][CH2:9][N:8]([C:11]([O:13][C:14]([CH3:16])([CH3:17])[CH3:15])=[O:12])[CH2:7][CH2:6]3)[CH2:2][N:3]2[CH:25]2[CH2:27][CH2:26]2)=[CH:19][CH:20]=1. (2) Given the reactants [Cl:1][C:2]1[CH:21]=[CH:20][C:5]([O:6][C:7]2[CH:19]=[CH:18][C:10]([C:11]([NH:13][CH2:14][CH2:15][O:16][CH3:17])=[O:12])=[CH:9][CH:8]=2)=[C:4]([N+:22]([O-])=O)[CH:3]=1.Cl[Sn]Cl, predict the reaction product. The product is: [NH2:22][C:4]1[CH:3]=[C:2]([Cl:1])[CH:21]=[CH:20][C:5]=1[O:6][C:7]1[CH:19]=[CH:18][C:10]([C:11]([NH:13][CH2:14][CH2:15][O:16][CH3:17])=[O:12])=[CH:9][CH:8]=1. (3) Given the reactants [F:1][C:2]1[CH:7]=[CH:6][CH:5]=[C:4]([F:8])[C:3]=1[S:9](Cl)(=[O:11])=[O:10].[CH3:13][N:14]1[CH2:19][CH:18]=[C:17]([C:20]2[C:28]3[C:23](=[CH:24][CH:25]=[C:26]([OH:29])[CH:27]=3)[NH:22][CH:21]=2)[CH2:16][CH2:15]1.[OH-].[Na+], predict the reaction product. The product is: [CH3:13][N:14]1[CH2:15][CH:16]=[C:17]([C:20]2[C:28]3[C:23](=[CH:24][CH:25]=[C:26]([O:29][S:9]([C:3]4[C:4]([F:8])=[CH:5][CH:6]=[CH:7][C:2]=4[F:1])(=[O:11])=[O:10])[CH:27]=3)[NH:22][CH:21]=2)[CH2:18][CH2:19]1.